From a dataset of Forward reaction prediction with 1.9M reactions from USPTO patents (1976-2016). Predict the product of the given reaction. (1) The product is: [CH2:1]([O:3][CH2:4][CH2:5][O:6][C:7]1[CH:12]=[C:11]([CH3:13])[C:10]([C:14]2[CH:19]=[CH:18][CH:17]=[C:16]([CH2:20][O:21][C:22]3[CH:27]=[CH:26][C:25]([CH2:28][CH2:29][C:30]([NH2:41])=[O:31])=[C:24]([F:33])[CH:23]=3)[CH:15]=2)=[C:9]([CH3:34])[CH:8]=1)[CH3:2]. Given the reactants [CH2:1]([O:3][CH2:4][CH2:5][O:6][C:7]1[CH:12]=[C:11]([CH3:13])[C:10]([C:14]2[CH:19]=[CH:18][CH:17]=[C:16]([CH2:20][O:21][C:22]3[CH:27]=[CH:26][C:25]([CH2:28][CH2:29][C:30](O)=[O:31])=[C:24]([F:33])[CH:23]=3)[CH:15]=2)=[C:9]([CH3:34])[CH:8]=1)[CH3:2].N.CO.Cl.C([N:41]=C=NCCCN)C.ON1C2C=CC=CC=2N=N1.C1CCN2C(=NCCC2)CC1.C(N(CC)CC)C.C(=O)([O-])O.[Na+], predict the reaction product. (2) The product is: [O:19]=[C:15]1[CH2:16][CH:17]2[CH:13]([CH2:12][CH:11]([NH:10][C:1](=[O:8])[C:2]3[CH:7]=[CH:6][CH:5]=[CH:4][CH:3]=3)[CH2:18]2)[CH2:14]1. Given the reactants [C:1](Cl)(=[O:8])[C:2]1[CH:7]=[CH:6][CH:5]=[CH:4][CH:3]=1.[NH2:10][CH:11]1[CH2:18][CH:17]2[CH:13]([CH2:14][C:15](=[O:19])[CH2:16]2)[CH2:12]1.C(N(CC)CC)C, predict the reaction product. (3) Given the reactants C(OC([N:8]1[CH2:13][CH2:12][N:11]2[C:14]([NH:17][S:18]([C:21]3[CH:26]=[CH:25][C:24]([NH:27][C@@H:28]([CH2:37][S:38][C:39]4[CH:44]=[CH:43][CH:42]=[CH:41][CH:40]=4)[CH2:29][CH2:30][N:31]4[CH2:36][CH2:35][O:34][CH2:33][CH2:32]4)=[C:23]([S:45]([C:48]([F:51])([F:50])[F:49])(=[O:47])=[O:46])[CH:22]=3)(=[O:20])=[O:19])=[N:15][N:16]=[C:10]2[CH2:9]1)=O)(C)(C)C.FC(F)(F)C(O)=O, predict the reaction product. The product is: [N:31]1([CH2:30][CH2:29][C@@H:28]([NH:27][C:24]2[CH:25]=[CH:26][C:21]([S:18]([NH:17][C:14]3[N:11]4[CH2:12][CH2:13][NH:8][CH2:9][CH:10]4[NH:16][N:15]=3)(=[O:19])=[O:20])=[CH:22][C:23]=2[S:45]([C:48]([F:50])([F:51])[F:49])(=[O:47])=[O:46])[CH2:37][S:38][C:39]2[CH:40]=[CH:41][CH:42]=[CH:43][CH:44]=2)[CH2:36][CH2:35][O:34][CH2:33][CH2:32]1. (4) Given the reactants [F:1][C:2]1[C:11]2[CH:12]([CH2:14][N:15]3[CH2:20][CH2:19][N:18](C(OC(C)(C)C)=O)[CH2:17][CH2:16]3)[CH2:13][N:9]3[C:10]=2[C:5]([CH:6]=[CH:7][C:8]3=[O:28])=[CH:4][CH:3]=1.Cl.O1CCOCC1.CO, predict the reaction product. The product is: [F:1][C:2]1[C:11]2[CH:12]([CH2:14][N:15]3[CH2:20][CH2:19][NH:18][CH2:17][CH2:16]3)[CH2:13][N:9]3[C:10]=2[C:5]([CH:6]=[CH:7][C:8]3=[O:28])=[CH:4][CH:3]=1. (5) Given the reactants [Cl:1][C:2]1[CH:7]=[CH:6][CH:5]=[C:4]([Cl:8])[C:3]=1[N:9]=[C:10]=[O:11].[NH2:12][C:13]1[C:22]2[C:17](=[CH:18][C:19]([O:25][CH3:26])=[C:20]([O:23][CH3:24])[CH:21]=2)[N:16]=[CH:15][N:14]=1, predict the reaction product. The product is: [Cl:1][C:2]1[CH:7]=[CH:6][CH:5]=[C:4]([Cl:8])[C:3]=1[NH:9][C:10]([NH:12][C:13]1[C:22]2[C:17](=[CH:18][C:19]([O:25][CH3:26])=[C:20]([O:23][CH3:24])[CH:21]=2)[N:16]=[CH:15][N:14]=1)=[O:11]. (6) Given the reactants [CH3:1][O:2][C:3](=[O:15])[C:4]1[CH:13]=[C:12]([OH:14])[CH:11]=[C:6]([C:7]([O:9][CH3:10])=[O:8])[CH:5]=1.C([O-])([O-])=O.[K+].[K+].[CH2:22](I)[CH3:23], predict the reaction product. The product is: [CH3:10][O:9][C:7](=[O:8])[C:6]1[CH:11]=[C:12]([O:14][CH2:22][CH3:23])[CH:13]=[C:4]([C:3]([O:2][CH3:1])=[O:15])[CH:5]=1. (7) Given the reactants [N+:1]([C:4]1[CH:5]=[C:6]([NH:10][C:11]2[N:18]=[CH:17][CH:16]=[CH:15][C:12]=2[CH:13]=O)[CH:7]=[CH:8][CH:9]=1)([O-:3])=[O:2].[N:19]1[CH:24]=[CH:23][C:22]([CH2:25][CH2:26][C:27](OCC)=[O:28])=[CH:21][CH:20]=1.[Li+].CC([N-]C(C)C)C, predict the reaction product. The product is: [N+:1]([C:4]1[CH:5]=[C:6]([N:10]2[C:11]3[C:12](=[CH:15][CH:16]=[CH:17][N:18]=3)[CH:13]=[C:26]([CH2:25][C:22]3[CH:23]=[CH:24][N:19]=[CH:20][CH:21]=3)[C:27]2=[O:28])[CH:7]=[CH:8][CH:9]=1)([O-:3])=[O:2]. (8) The product is: [N:13]([CH2:10][C@:8]([C:6]1[CH:7]=[C:2]([Br:1])[CH:3]=[CH:4][C:5]=1[F:12])([OH:9])[CH3:11])=[N+:14]=[N-:15]. Given the reactants [Br:1][C:2]1[CH:3]=[CH:4][C:5]([F:12])=[C:6]([C@@:8]2([CH3:11])[CH2:10][O:9]2)[CH:7]=1.[N-:13]=[N+:14]=[N-:15].[Na+].[NH4+].[Cl-].C1OCCOCCOCCOCCOCCOC1, predict the reaction product.